From a dataset of Merck oncology drug combination screen with 23,052 pairs across 39 cell lines. Regression. Given two drug SMILES strings and cell line genomic features, predict the synergy score measuring deviation from expected non-interaction effect. (1) Drug 1: COC1CC2CCC(C)C(O)(O2)C(=O)C(=O)N2CCCCC2C(=O)OC(C(C)CC2CCC(OP(C)(C)=O)C(OC)C2)CC(=O)C(C)C=C(C)C(O)C(OC)C(=O)C(C)CC(C)C=CC=CC=C1C. Drug 2: CCC1(O)C(=O)OCc2c1cc1n(c2=O)Cc2cc3c(CN(C)C)c(O)ccc3nc2-1. Cell line: RPMI7951. Synergy scores: synergy=2.25. (2) Cell line: PA1. Drug 1: CN(Cc1cnc2nc(N)nc(N)c2n1)c1ccc(C(=O)NC(CCC(=O)O)C(=O)O)cc1. Drug 2: Cn1nnc2c(C(N)=O)ncn2c1=O. Synergy scores: synergy=-35.9. (3) Drug 1: Cc1nc(Nc2ncc(C(=O)Nc3c(C)cccc3Cl)s2)cc(N2CCN(CCO)CC2)n1. Drug 2: Cn1c(=O)n(-c2ccc(C(C)(C)C#N)cc2)c2c3cc(-c4cnc5ccccc5c4)ccc3ncc21. Cell line: A375. Synergy scores: synergy=64.9. (4) Drug 1: NC(=O)c1cccc2cn(-c3ccc(C4CCCNC4)cc3)nc12. Drug 2: COC1=C2CC(C)CC(OC)C(O)C(C)C=C(C)C(OC(N)=O)C(OC)C=CC=C(C)C(=O)NC(=CC1=O)C2=O. Cell line: LOVO. Synergy scores: synergy=-17.3. (5) Synergy scores: synergy=5.39. Drug 1: CN1C(=O)C=CC2(C)C3CCC4(C)C(NC(=O)OCC(F)(F)F)CCC4C3CCC12. Drug 2: CCC1(O)C(=O)OCc2c1cc1n(c2=O)Cc2cc3c(CN(C)C)c(O)ccc3nc2-1. Cell line: COLO320DM.